From a dataset of Forward reaction prediction with 1.9M reactions from USPTO patents (1976-2016). Predict the product of the given reaction. (1) Given the reactants [Cl:1][C:2]1[N:10]=[C:9]2[C:5]([NH:6][CH:7]=[N:8]2)=[C:4]([NH2:11])[N:3]=1.[Br:12][C:13]1[CH:14]=[C:15]([CH:18]=[CH:19][CH:20]=1)[CH2:16]Br.C(=O)([O-])[O-].[K+].[K+], predict the reaction product. The product is: [Br:12][C:13]1[CH:14]=[C:15]([CH:18]=[CH:19][CH:20]=1)[CH2:16][N:8]1[CH:7]=[N:6][C:5]2[C:9]1=[N:10][C:2]([Cl:1])=[N:3][C:4]=2[NH2:11]. (2) Given the reactants [N:1]1([S:7]([N:10]=[C:11]=[S:12])(=[O:9])=[O:8])[CH2:6][CH2:5][CH2:4][CH2:3][CH2:2]1.[Cl:13][C:14]1[CH:19]=[CH:18][C:17]([C:20]2[CH:24]([C:25]3[CH:30]=[CH:29][CH:28]=[CH:27][CH:26]=3)[CH2:23][NH:22][N:21]=2)=[CH:16][CH:15]=1, predict the reaction product. The product is: [Cl:13][C:14]1[CH:15]=[CH:16][C:17]([C:20]2[CH:24]([C:25]3[CH:26]=[CH:27][CH:28]=[CH:29][CH:30]=3)[CH2:23][N:22]([C:11](=[S:12])[NH:10][S:7]([N:1]3[CH2:2][CH2:3][CH2:4][CH2:5][CH2:6]3)(=[O:9])=[O:8])[N:21]=2)=[CH:18][CH:19]=1. (3) Given the reactants C(N(CC)C(C)C)(C)C.[NH2:10][C@@H:11]([CH2:13][OH:14])[CH3:12].Cl[C:16]1[N:21]=[C:20]([S:22][CH2:23][C:24]2[CH:29]=[CH:28][CH:27]=[C:26]([Cl:30])[C:25]=2[F:31])[N:19]=[C:18]([NH2:32])[CH:17]=1.N1C=CN=C1.[Si:38](Cl)([C:41]([CH3:44])([CH3:43])[CH3:42])([CH3:40])[CH3:39], predict the reaction product. The product is: [Si:38]([O:14][CH2:13][C@H:11]([NH:10][C:16]1[CH:17]=[C:18]([NH2:32])[N:19]=[C:20]([S:22][CH2:23][C:24]2[CH:29]=[CH:28][CH:27]=[C:26]([Cl:30])[C:25]=2[F:31])[N:21]=1)[CH3:12])([C:41]([CH3:44])([CH3:43])[CH3:42])([CH3:40])[CH3:39]. (4) The product is: [CH2:7]([OH:8])[C:6]([NH2:1])([CH2:11][OH:12])[CH2:9][OH:10].[NH:1]([C:6]([CH2:9][OH:10])([CH2:11][OH:12])[CH2:7][OH:8])[CH2:2][C:3]([OH:5])=[O:4]. Given the reactants [NH:1]([C:6]([CH2:11][OH:12])([CH2:9][OH:10])[CH2:7][OH:8])[CH2:2][C:3]([OH:5])=[O:4].CCCCCCCCCCCCOS([O-])(=O)=O.[Na+].C(O)[C@H]1O[C@H](O[C@]2(CO)O[C@H](CO)[C@@H](O)[C@@H]2O)[C@H](O)[C@@H](O)[C@@H]1O.C1C=CC2S(=O)(=O)OC(C3C=C(Br)C(O)=C(Br)C=3)(C3C=C(Br)C(O)=C(Br)C=3)C=2C=1.CC[C@@H]([C@@H]1NC(=O)[C@@H](CCCN)NC(=O)[C@@H](NC([C@@H](NC([C@H](NC([C@@H](NC([C@H]2N=C([C@@H](N)[C@H](CC)C)SC2)=O)CC(C)C)=O)CCC(O)=O)=O)[C@H](CC)C)=O)CCCCNC(=O)[C@H](CC(N)=O)NC(=O)[C@@H](CC(O)=O)NC(=O)[C@H](CC2NC=NC=2)NC(=O)[C@@H](CC2C=CC=CC=2)NC1=O)C, predict the reaction product.